Binary Classification. Given a drug SMILES string, predict its activity (active/inactive) in a high-throughput screening assay against a specified biological target. From a dataset of HIV replication inhibition screening data with 41,000+ compounds from the AIDS Antiviral Screen. (1) The compound is CCOc1ccccc1NC(=O)CCC(=O)OC. The result is 0 (inactive). (2) The compound is NC(=O)CSSCC(N)=O. The result is 1 (active). (3) The drug is O=C1Cc2ccccc2N1N=Cc1ccc([N+](=O)[O-])cc1. The result is 0 (inactive). (4) The compound is C(=Cc1cc(-c2ccc3ccccc3n2)nc2ccc3ccccc3c12)c1ccc2ccccc2n1. The result is 0 (inactive). (5) The compound is COc1cc(Cc2nnc(N)nc2N)cc(OC)c1OC. The result is 0 (inactive). (6) The result is 0 (inactive). The compound is C[n+]1cn(CC(=O)c2ccccc2)c(C(N)=O)c1N.[Br-].